This data is from Forward reaction prediction with 1.9M reactions from USPTO patents (1976-2016). The task is: Predict the product of the given reaction. (1) The product is: [CH3:35][O:34][C:32]([C:29]1([NH:28][C:22](=[O:23])[C:21]2[CH:20]=[CH:19][C:18]([S:15](=[O:17])(=[O:16])[NH:14][C:9]3[CH:10]=[CH:11][CH:12]=[CH:13][C:8]=3[O:1][C:2]3[CH:3]=[CH:4][CH:5]=[CH:6][CH:7]=3)=[CH:26][CH:25]=2)[CH2:31][CH2:30]1)=[O:33]. Given the reactants [O:1]([C:8]1[CH:13]=[CH:12][CH:11]=[CH:10][C:9]=1[NH:14][S:15]([C:18]1[CH:26]=[CH:25][C:21]([C:22](O)=[O:23])=[CH:20][CH:19]=1)(=[O:17])=[O:16])[C:2]1[CH:7]=[CH:6][CH:5]=[CH:4][CH:3]=1.Cl.[NH2:28][C:29]1([C:32]([O:34][CH3:35])=[O:33])[CH2:31][CH2:30]1, predict the reaction product. (2) The product is: [CH:42]1([CH:7]([NH:18][C:19]2[CH:20]=[CH:21][C:22]([C:25]([N:29]([CH3:28])[CH2:30][CH2:31][C:32]([O:34][CH2:35][CH3:36])=[O:33])=[O:27])=[N:23][CH:24]=2)[C:8]2[S:9][C:10]3[CH:17]=[CH:16][CH:15]=[CH:14][C:11]=3[C:12]=2[CH3:13])[CH2:47][CH2:46][CH2:45][CH2:44][CH2:43]1. Given the reactants C1([CH:7]([NH:18][C:19]2[CH:20]=[CH:21][C:22]([C:25]([OH:27])=O)=[N:23][CH:24]=2)[C:8]2[S:9][C:10]3[CH:17]=[CH:16][CH:15]=[CH:14][C:11]=3[C:12]=2[CH3:13])CCCCC1.[CH3:28][NH:29][CH2:30][CH2:31][C:32]([O:34][CH2:35][CH3:36])=[O:33].O.ON1[C:43]2[CH:44]=[CH:45][CH:46]=[CH:47][C:42]=2N=N1.Cl.C(N=C=NCCCN(C)C)C.[Cl-].[NH4+], predict the reaction product. (3) Given the reactants [H-].[Al+3].[Li+].[H-].[H-].[H-].[Cl:7][C:8]1[N:16]=[C:15]2[C:11]([CH:12]=[C:13]([C:20](OCC)=O)[N:14]2[CH2:17][C:18]#[N:19])=[CH:10][CH:9]=1.O.O.O.O.O.O.O.O.O.O.S([O-])([O-])(=O)=O.[Na+].[Na+], predict the reaction product. The product is: [Cl:7][C:8]1[CH:9]=[CH:10][C:11]2[CH:12]=[C:13]3[CH2:20][NH:19][CH2:18][CH2:17][N:14]3[C:15]=2[N:16]=1. (4) Given the reactants [NH2:1][C:2]1[CH:3]=[C:4]([C:8]([C:11]2[C:16](=[O:17])[CH:15]=[CH:14][N:13]([C:18]3[CH:23]=[CH:22][C:21]([Cl:24])=[CH:20][CH:19]=3)[N:12]=2)([OH:10])[CH3:9])[CH:5]=[CH:6][CH:7]=1.CCN(C(C)C)C(C)C.Cl[C:35]([O:37][CH2:38][CH3:39])=[O:36].[NH4+].[Cl-], predict the reaction product. The product is: [CH2:38]([O:37][C:35](=[O:36])[NH:1][C:2]1[CH:7]=[CH:6][CH:5]=[C:4]([C:8]([C:11]2[C:16](=[O:17])[CH:15]=[CH:14][N:13]([C:18]3[CH:19]=[CH:20][C:21]([Cl:24])=[CH:22][CH:23]=3)[N:12]=2)([OH:10])[CH3:9])[CH:3]=1)[CH3:39]. (5) Given the reactants [OH:1][C:2]1[CH:3]=[C:4]2[C:9](=[CH:10]C=1)[O:8][CH:7]([C:12]([F:15])([F:14])[F:13])[C:6]([C:16]([O:18][CH2:19][CH3:20])=[O:17])=[CH:5]2.I[Cl:22].C(OCC)(=O)C.Cl[CH2:30][Cl:31], predict the reaction product. The product is: [Cl:22][C:3]1[C:2]([OH:1])=[C:30]([Cl:31])[CH:10]=[C:9]2[C:4]=1[CH:5]=[C:6]([C:16]([O:18][CH2:19][CH3:20])=[O:17])[CH:7]([C:12]([F:15])([F:14])[F:13])[O:8]2.